This data is from Full USPTO retrosynthesis dataset with 1.9M reactions from patents (1976-2016). The task is: Predict the reactants needed to synthesize the given product. (1) Given the product [Cl:35][C:32]1[CH:31]=[CH:30][C:29]([S:26]([CH:17]([C:18]2[CH:23]=[C:22]([F:24])[CH:21]=[CH:20][C:19]=2[F:25])[C:15]2[C:14]([F:36])=[CH:13][N:12]=[C:11]([NH2:10])[CH:16]=2)(=[O:27])=[O:28])=[CH:34][CH:33]=1, predict the reactants needed to synthesize it. The reactants are: C(O)C.C(OC(=O)[NH:10][C:11]1[CH:16]=[C:15]([CH:17]([S:26]([C:29]2[CH:34]=[CH:33][C:32]([Cl:35])=[CH:31][CH:30]=2)(=[O:28])=[O:27])[C:18]2[CH:23]=[C:22]([F:24])[CH:21]=[CH:20][C:19]=2[F:25])[C:14]([F:36])=[CH:13][N:12]=1)(C)(C)C.Cl.C(=O)(O)[O-].[Na+]. (2) The reactants are: [OH:1][CH2:2][C:3]1[CH:4]=[C:5]([CH:22]=[CH:23][C:24]=1[N+:25]([O-:27])=[O:26])[O:6][CH2:7][CH2:8][CH2:9][O:10][C:11]1[CH:12]=[CH:13][C:14]([N+:19]([O-:21])=[O:20])=[C:15]([CH2:17][OH:18])[CH:16]=1.[C:28](Cl)(C1C=CC=CC=1)([C:37]1[CH:44]=[CH:43][C:40]([O:41][CH3:42])=[CH:39][CH:38]=1)[C:29]1[CH:36]=[CH:35][C:32]([O:33][CH3:34])=[CH:31][CH:30]=1. Given the product [CH3:42][O:41][C:40]1[CH:39]=[CH:38][C:37]([CH:28]([C:29]2[CH:30]=[CH:31][C:32]([O:33][CH3:34])=[CH:35][CH:36]=2)[O:1][CH:2]([C:3]2[CH:4]=[CH:5][CH:22]=[CH:23][CH:24]=2)[C:3]2[CH:4]=[C:5]([CH:22]=[CH:23][C:24]=2[N+:25]([O-:27])=[O:26])[O:6][CH2:7][CH2:8][CH2:9][O:10][C:11]2[CH:12]=[CH:13][C:14]([N+:19]([O-:21])=[O:20])=[C:15]([CH2:17][OH:18])[CH:16]=2)=[CH:44][CH:43]=1, predict the reactants needed to synthesize it. (3) Given the product [CH3:18][C:17]1([C:15]2[O:16][C:12]([CH2:11][N:8]3[N:7]=[C:6]([N+:3]([O-:5])=[O:4])[CH:10]=[N:9]3)=[CH:13][CH:14]=2)[O:22][CH2:21][CH2:20][O:19]1, predict the reactants needed to synthesize it. The reactants are: N#N.[N+:3]([C:6]1[CH:10]=[N:9][N:8]([CH2:11][C:12]2[O:16][C:15]([C:17](=[O:19])[CH3:18])=[CH:14][CH:13]=2)[N:7]=1)([O-:5])=[O:4].[CH2:20](O)[CH2:21][OH:22].COC(OC)OC.F[B-](F)(F)F.[Li+].C([O-])(O)=O.[Na+].